From a dataset of Tyrosyl-DNA phosphodiesterase HTS with 341,365 compounds. Binary Classification. Given a drug SMILES string, predict its activity (active/inactive) in a high-throughput screening assay against a specified biological target. (1) The molecule is FC(F)(F)c1nn(CC(=O)N\N=C2\CCN(CC2)C(OCC)=O)cc1. The result is 0 (inactive). (2) The compound is S(=O)(=O)(N1CCCC1)c1cc2c(oc(c2C)C(=O)NCc2ccccc2)cc1. The result is 0 (inactive). (3) The drug is Clc1c(CNC(=O)CN2C(Cc3c2cccc3)C)cccc1. The result is 0 (inactive). (4) The molecule is S(=O)(=O)(NC(C)C(OC(C)C(=O)NC(=O)NCC)=O)c1c(c(cc(c1C)C)C)C. The result is 0 (inactive). (5) The compound is O1CCN(CC1)c1c(OCC)cc(NC(=O)Cc2c3c(ccc2)cccc3)c(OCC)c1. The result is 0 (inactive).